Dataset: Forward reaction prediction with 1.9M reactions from USPTO patents (1976-2016). Task: Predict the product of the given reaction. (1) The product is: [Br:6][C:7]1[CH:8]=[CH:9][CH:10]=[C:11]2[C:16]=1[CH:15]=[CH:14][C:3]([O:2][CH3:1])=[C:12]2[CH:13]=[O:17]. Given the reactants [CH3:1][O:2][CH:3](Cl)Cl.[Br:6][C:7]1[C:16]2[C:11](=[CH:12][C:13]([O:17]C)=[CH:14][CH:15]=2)[CH:10]=[CH:9][CH:8]=1, predict the reaction product. (2) Given the reactants Cl.N[C:3]1[CH:4]=[N:5][C:6]2[C:11]([CH:12]=1)=[CH:10][C:9]([O:13][CH3:14])=[C:8]([O:15][CH3:16])[CH:7]=2.C[O-].[Na+].[C:20]1(=O)[CH2:25][CH2:24][CH2:23][CH2:22][CH2:21]1.B.Cl.[OH-].[Na+].[N:31]1C=CC=CC=1, predict the reaction product. The product is: [NH2:31][CH:20]1[CH2:25][CH2:24][CH2:23][CH:22]([C:4]2[CH:3]=[CH:12][C:11]3[C:6](=[CH:7][C:8]([O:15][CH3:16])=[C:9]([O:13][CH3:14])[CH:10]=3)[N:5]=2)[CH2:21]1. (3) The product is: [F:12][C:8]1[CH:7]=[C:6]([O:5][CH2:4][CH:3]=[O:2])[CH:11]=[CH:10][CH:9]=1. Given the reactants C[O:2][C:3](=O)[CH2:4][O:5][C:6]1[CH:11]=[CH:10][CH:9]=[C:8]([F:12])[CH:7]=1.CC(C[AlH]CC(C)C)C, predict the reaction product. (4) Given the reactants [F:1][C:2]([F:10])([F:9])[C:3]([C:5]([F:8])([F:7])[F:6])=[O:4].C=CC.Cl.[CH3:15][CH2:16][CH2:17][CH2:18]C, predict the reaction product. The product is: [F:1][C:2]([F:10])([F:9])[C:3]([C:5]([F:8])([F:7])[F:6])([OH:4])[CH2:15][CH:16]=[CH:17][CH3:18].